From a dataset of Forward reaction prediction with 1.9M reactions from USPTO patents (1976-2016). Predict the product of the given reaction. (1) Given the reactants [C:1]([O:4][CH2:5][C:6]1[C:7]([N:21]2[N:30]=[CH:29][C:28]3[C:23](=[C:24]([F:35])[CH:25]=[C:26]([C:31]([CH3:34])([CH3:33])[CH3:32])[CH:27]=3)[C:22]2=[O:36])=[N:8][CH:9]=[CH:10][C:11]=1[C:12]1[CH:17]=[C:16](Br)[C:15](=[O:19])[N:14]([CH3:20])[CH:13]=1)(=[O:3])[CH3:2].Cl.O=[S:39]1[C:43]([CH3:44])=[CH:42][C:41]([NH2:45])=[N:40]1.C([O-])([O-])=O.[Cs+].[Cs+].CC1(C)C2C(=C(P(C3C=CC=CC=3)C3C=CC=CC=3)C=CC=2)OC2C(P(C3C=CC=CC=3)C3C=CC=CC=3)=CC=CC1=2, predict the reaction product. The product is: [C:1]([O:4][CH2:5][C:6]1[C:7]([N:21]2[N:30]=[CH:29][C:28]3[C:23](=[C:24]([F:35])[CH:25]=[C:26]([C:31]([CH3:34])([CH3:33])[CH3:32])[CH:27]=3)[C:22]2=[O:36])=[N:8][CH:9]=[CH:10][C:11]=1[C:12]1[CH:17]=[C:16]([NH:45][C:41]2[CH:42]=[C:43]([CH3:44])[S:39][N:40]=2)[C:15](=[O:19])[N:14]([CH3:20])[CH:13]=1)(=[O:3])[CH3:2]. (2) Given the reactants C[O:2][C:3]1[CH:4]=[C:5]2[C:13](=[CH:14][CH:15]=1)[C:12]1[O:11][C:10]([C:16]3[O:20][N:19]=[C:18]([C:21]4[CH:26]=[CH:25][CH:24]=[CH:23][CH:22]=4)[C:17]=3[C:27]([F:30])([F:29])[F:28])=[N:9][C:8]=1[CH2:7][CH2:6]2.B(Br)(Br)Br, predict the reaction product. The product is: [C:21]1([C:18]2[C:17]([C:27]([F:30])([F:29])[F:28])=[C:16]([C:10]3[O:11][C:12]4[C:13]5[C:5](=[CH:4][C:3]([OH:2])=[CH:15][CH:14]=5)[CH2:6][CH2:7][C:8]=4[N:9]=3)[O:20][N:19]=2)[CH:26]=[CH:25][CH:24]=[CH:23][CH:22]=1. (3) Given the reactants [OH-].[K+].[Br:3][C:4]1[CH:5]=[C:6]([CH2:10][OH:11])[CH:7]=[N:8][CH:9]=1.[CH2:12](I)[CH3:13], predict the reaction product. The product is: [Br:3][C:4]1[CH:9]=[N:8][CH:7]=[C:6]([CH2:10][O:11][CH2:12][CH3:13])[CH:5]=1. (4) Given the reactants [CH3:1][C:2]1[N:3]([C:7]2[CH:12]=[CH:11][C:10]([NH:13][C:14]([NH2:16])=[NH:15])=[CH:9][CH:8]=2)[CH:4]=[CH:5][N:6]=1.[C:17]1([CH2:23][C:24]([CH:26]2[C:31](=O)[CH2:30][CH2:29][O:28][CH2:27]2)=O)[CH:22]=[CH:21][CH:20]=[CH:19][CH:18]=1, predict the reaction product. The product is: [CH2:23]([C:24]1[C:26]2[CH2:27][O:28][CH2:29][CH2:30][C:31]=2[N:15]=[C:14]([NH:13][C:10]2[CH:9]=[CH:8][C:7]([N:3]3[CH:4]=[CH:5][N:6]=[C:2]3[CH3:1])=[CH:12][CH:11]=2)[N:16]=1)[C:17]1[CH:22]=[CH:21][CH:20]=[CH:19][CH:18]=1. (5) Given the reactants C1(P(C2C=CC=CC=2)C2C=CC=CC=2)C=CC=CC=1.[OH:20][N:21]1[C:25](=[O:26])[C:24]2=[CH:27][CH:28]=[CH:29][CH:30]=[C:23]2[C:22]1=[O:31].[CH2:32]([C:36]1[N:37]([CH2:49][CH2:50][CH2:51][CH2:52]O)[C:38]2[C:47]3[CH:46]=[CH:45][CH:44]=[CH:43][C:42]=3[N:41]=[CH:40][C:39]=2[N:48]=1)[CH2:33][CH2:34][CH3:35].N(C(OC(C)C)=O)=NC(OC(C)C)=O, predict the reaction product. The product is: [CH2:32]([C:36]1[N:37]([CH2:49][CH2:50][CH2:51][CH2:52][O:20][N:21]2[C:22](=[O:31])[C:23]3[C:24](=[CH:27][CH:28]=[CH:29][CH:30]=3)[C:25]2=[O:26])[C:38]2[C:47]3[CH:46]=[CH:45][CH:44]=[CH:43][C:42]=3[N:41]=[CH:40][C:39]=2[N:48]=1)[CH2:33][CH2:34][CH3:35]. (6) The product is: [Br:1][C:2]1[N:3]=[N:4][C:5]([NH:13][CH:9]2[CH2:12][CH2:11][CH2:10]2)=[CH:6][CH:7]=1. Given the reactants [Br:1][C:2]1[N:3]=[N:4][C:5](Br)=[CH:6][CH:7]=1.[CH:9]1([NH2:13])[CH2:12][CH2:11][CH2:10]1.CCN(CC)CC, predict the reaction product. (7) Given the reactants Cl.[Cl:2][C:3]1[CH:11]=[C:10]2[C:6]([CH2:7][CH2:8][C@H:9]2[NH2:12])=[C:5]([F:13])[CH:4]=1.[N:14]1[CH:19]=[CH:18][CH:17]=[C:16]([CH:20]=O)[CH:15]=1.[CH3:22][C:23]1[N:31]=[CH:30][CH:29]=[CH:28][C:24]=1[C:25]([OH:27])=O.C1(C2CCC([N+:44]#[C-:45])=CC2)C=CC=CC=1.C[OH:47], predict the reaction product. The product is: [C:45]([C@@H:20]([C:16]1[CH:15]=[N:14][CH:19]=[CH:18][CH:17]=1)[N:12]([C@H:9]1[C:10]2[C:6](=[C:5]([F:13])[CH:4]=[C:3]([Cl:2])[CH:11]=2)[CH2:7][CH2:8]1)[C:25](=[O:27])[C:24]1[CH:28]=[CH:29][CH:30]=[N:31][C:23]=1[CH3:22])(=[O:47])[NH2:44]. (8) The product is: [Cl:39][C:37]1[CH:36]=[CH:35][C:34]([N:40]2[CH:44]=[N:43][N:42]=[N:41]2)=[C:33](/[CH:32]=[CH:31]/[C:30]([N:29]2[CH2:28][CH:27]([O:46][CH:47]3[CH2:48][CH2:49][NH:50][CH2:51][CH2:52]3)[CH2:26][CH:25]([C:60]3[CH:61]=[CH:62][CH:63]=[CH:64][CH:65]=3)[CH:24]2[C:22]([NH:21][C:18]2[CH:17]=[CH:16][C:15]([C:13]([OH:14])=[O:12])=[CH:20][CH:19]=2)=[O:23])=[O:45])[CH:38]=1. Given the reactants FC(F)(F)C(O)=O.C([O:12][C:13]([C:15]1[CH:20]=[CH:19][C:18]([NH:21][C:22]([CH:24]2[N:29]([C:30](=[O:45])/[CH:31]=[CH:32]/[C:33]3[CH:38]=[C:37]([Cl:39])[CH:36]=[CH:35][C:34]=3[N:40]3[CH:44]=[N:43][N:42]=[N:41]3)[CH2:28][CH:27]([O:46][CH:47]3[CH2:52][CH2:51][N:50](C(OC(C)(C)C)=O)[CH2:49][CH2:48]3)[CH2:26][CH:25]2[C:60]2[CH:65]=[CH:64][CH:63]=[CH:62][CH:61]=2)=[O:23])=[CH:17][CH:16]=1)=[O:14])(C)(C)C, predict the reaction product. (9) Given the reactants Cl.C(OC([N:9]1[CH2:14][CH2:13][N:12]([C:15]2[CH:20]=[CH:19][C:18](/[CH:21]=[CH:22]/[C:23]3[CH:28]=[C:27]([Cl:29])[CH:26]=[C:25]([CH2:30][N:31]4[CH:35]=[CH:34][N:33]=[CH:32]4)[CH:24]=3)=[CH:17][CH:16]=2)[CH2:11][CH2:10]1)=O)(C)(C)C, predict the reaction product. The product is: [ClH:29].[N:31]1([CH2:30][C:25]2[CH:24]=[C:23]([CH:28]=[C:27]([Cl:29])[CH:26]=2)/[CH:22]=[CH:21]/[C:18]2[CH:19]=[CH:20][C:15]([N:12]3[CH2:11][CH2:10][NH:9][CH2:14][CH2:13]3)=[CH:16][CH:17]=2)[CH:35]=[CH:34][N:33]=[CH:32]1. (10) The product is: [CH:27]([N:1]1[CH2:2][CH2:3][CH:4]([O:7][C:8]2[CH:9]=[C:10]3[C:14](=[CH:15][CH:16]=2)[NH:13][N:12]=[CH:11]3)[CH2:5][CH2:6]1)([CH3:28])[CH3:22]. Given the reactants [NH:1]1[CH2:6][CH2:5][CH:4]([O:7][C:8]2[CH:9]=[C:10]3[C:14](=[CH:15][CH:16]=2)[NH:13][N:12]=[CH:11]3)[CH2:3][CH2:2]1.C([BH3-])#N.[Na+].[Na].[C:22](=O)([O-])O.[Na+].[C:27](O)(=O)[CH3:28], predict the reaction product.